This data is from Forward reaction prediction with 1.9M reactions from USPTO patents (1976-2016). The task is: Predict the product of the given reaction. (1) Given the reactants Cl.[NH2:2][C@H:3]([C:6]([OH:8])=[O:7])[CH2:4][SH:5].C[CH2:10][O:11]CC.CO[CH2:16][CH2:17][O:18][CH2:19][CH2:20][O:21][C:22](Cl)=O, predict the reaction product. The product is: [CH3:22][O:21][CH2:20][CH2:19][O:18][CH2:17][CH2:16][C:10]([S:5][CH2:4][C@@H:3]([C:6]([OH:8])=[O:7])[NH2:2])=[O:11]. (2) Given the reactants [F:1][C:2]([F:33])([F:32])[C:3]1[CH:4]=[C:5]([CH:25]=[C:26]([C:28]([F:31])([F:30])[F:29])[CH:27]=1)[CH2:6][N:7]([CH3:24])[C:8](=[O:23])[C:9]1[C:14]([C:15]2[CH:20]=[CH:19][CH:18]=[CH:17][C:16]=2[CH3:21])=[CH:13][C:12]([OH:22])=[N:11][CH:10]=1.[CH2:34](Br)[C:35]1[CH:40]=[CH:39][CH:38]=[CH:37][CH:36]=1, predict the reaction product. The product is: [CH2:34]([O:22][C:12]1[CH:13]=[C:14]([C:15]2[CH:20]=[CH:19][CH:18]=[CH:17][C:16]=2[CH3:21])[C:9]([C:8]([N:7]([CH2:6][C:5]2[CH:4]=[C:3]([C:2]([F:32])([F:1])[F:33])[CH:27]=[C:26]([C:28]([F:31])([F:30])[F:29])[CH:25]=2)[CH3:24])=[O:23])=[CH:10][N:11]=1)[C:35]1[CH:40]=[CH:39][CH:38]=[CH:37][CH:36]=1. (3) Given the reactants [Cl:1][C:2]1[CH:3]=[CH:4][C:5]([O:24][CH3:25])=[C:6]([S:8]([N:11]2[C:15]3[CH:16]=[C:17]([C:21](O)=[O:22])[CH:18]=[C:19]([CH3:20])[C:14]=3[O:13][CH2:12]2)(=[O:10])=[O:9])[CH:7]=1.[NH2:26][C:27]1[CH:37]=[CH:36][C:30]([C:31]([O:33][CH2:34][CH3:35])=[O:32])=[CH:29][CH:28]=1, predict the reaction product. The product is: [CH2:34]([O:33][C:31](=[O:32])[C:30]1[CH:29]=[CH:28][C:27]([NH:26][C:21]([C:17]2[CH:18]=[C:19]([CH3:20])[C:14]3[O:13][CH2:12][N:11]([S:8]([C:6]4[CH:7]=[C:2]([Cl:1])[CH:3]=[CH:4][C:5]=4[O:24][CH3:25])(=[O:10])=[O:9])[C:15]=3[CH:16]=2)=[O:22])=[CH:37][CH:36]=1)[CH3:35]. (4) Given the reactants [CH3:1][CH:2]([CH2:28][CH3:29])[CH:3]([C:8]1[C:9]([CH3:27])=[N:10][C:11]([N:21]2[CH2:26][CH2:25][CH2:24][CH2:23][CH2:22]2)=[N:12][C:13]=1[C:14]1[CH:19]=[CH:18][C:17]([CH3:20])=[CH:16][CH:15]=1)[C:4]([O:6]C)=[O:5].[OH-].[Na+], predict the reaction product. The product is: [CH3:1][CH:2]([CH2:28][CH3:29])[CH:3]([C:8]1[C:9]([CH3:27])=[N:10][C:11]([N:21]2[CH2:26][CH2:25][CH2:24][CH2:23][CH2:22]2)=[N:12][C:13]=1[C:14]1[CH:19]=[CH:18][C:17]([CH3:20])=[CH:16][CH:15]=1)[C:4]([OH:6])=[O:5]. (5) Given the reactants Cl[C:2]1[N:7]2[N:8]=[CH:9][CH:10]=[C:6]2[N:5]=[C:4]([NH2:11])[CH:3]=1.[CH3:12][C:13]1[S:17][C:16](B(O)O)=[CH:15][CH:14]=1, predict the reaction product. The product is: [CH3:12][C:13]1[S:17][C:16]([C:2]2[N:7]3[N:8]=[CH:9][CH:10]=[C:6]3[N:5]=[C:4]([NH2:11])[CH:3]=2)=[CH:15][CH:14]=1. (6) Given the reactants [CH2:1]([O:8][C:9]1[C:18]([F:19])=[C:17]2[C:12]([C:13]3[CH:24]=[CH:23][C:22]([O:25][CH2:26][CH3:27])=[C:21]([F:28])[C:14]=3[C:15](=O)[O:16]2)=[CH:11][CH:10]=1)[C:2]1[CH:7]=[CH:6][CH:5]=[CH:4][CH:3]=1.BrC1C=CC(OCC)=C(F)C=1.COCCOC.[BH4-].[Na+], predict the reaction product. The product is: [CH2:1]([O:8][C:9]1[C:18]([F:19])=[C:17]2[C:12]([C:13]3[CH:24]=[CH:23][C:22]([O:25][CH2:26][CH3:27])=[C:21]([F:28])[C:14]=3[CH2:15][O:16]2)=[CH:11][CH:10]=1)[C:2]1[CH:3]=[CH:4][CH:5]=[CH:6][CH:7]=1. (7) Given the reactants C(O)C.C([N:11]1[CH:15]=[C:14]([C:16]2[CH:17]=[CH:18][C:19]3[N:20]([CH:22]=[C:23]([C:25]([NH:27][C:28]4[CH:33]=[CH:32][CH:31]=[CH:30][N:29]=4)=[O:26])[N:24]=3)[CH:21]=2)[N:13]=[CH:12]1)C1C=CC=CC=1.C1CCCCC=1, predict the reaction product. The product is: [NH:11]1[CH:15]=[C:14]([C:16]2[CH:17]=[CH:18][C:19]3[N:20]([CH:22]=[C:23]([C:25]([NH:27][C:28]4[CH:33]=[CH:32][CH:31]=[CH:30][N:29]=4)=[O:26])[N:24]=3)[CH:21]=2)[N:13]=[CH:12]1. (8) Given the reactants [Cl:1][C:2]1[CH:3]=[C:4]([NH:17][C:18]2[N:19]=[CH:20][N:21]=[C:22]3[S:39][C:25]4[C:26]5[C:30]([CH2:31][CH2:32][C:24]=4[C:23]=23)=[N:29][N:28]([CH:33]2[CH2:38][CH2:37][NH:36][CH2:35][CH2:34]2)[CH:27]=5)[CH:5]=[CH:6][C:7]=1[O:8][CH2:9][C:10]1[CH:15]=[CH:14][CH:13]=[C:12]([F:16])[CH:11]=1.[Cl:40][CH2:41][C:42](Cl)=[O:43].C(N(CC)CC)C, predict the reaction product. The product is: [Cl:40][CH2:41][C:42]([N:36]1[CH2:37][CH2:38][CH:33]([N:28]2[CH:27]=[C:26]3[C:30]([CH2:31][CH2:32][C:24]4[C:23]5=[C:18]([NH:17][C:4]6[CH:5]=[CH:6][C:7]([O:8][CH2:9][C:10]7[CH:15]=[CH:14][CH:13]=[C:12]([F:16])[CH:11]=7)=[C:2]([Cl:1])[CH:3]=6)[N:19]=[CH:20][N:21]=[C:22]5[S:39][C:25]=43)=[N:29]2)[CH2:34][CH2:35]1)=[O:43]. (9) Given the reactants [N:1]12[CH2:8][CH2:7][CH:4]([CH2:5][CH2:6]1)[C@@H:3]([O:9][C:10](=[O:23])[C:11]([OH:22])([C:17]1[S:18][CH:19]=[CH:20][CH:21]=1)[C:12]1[S:13][CH:14]=[CH:15][CH:16]=1)[CH2:2]2.[C:24]([NH:31][CH2:32][CH2:33][CH2:34][Br:35])([O:26][C:27]([CH3:30])([CH3:29])[CH3:28])=[O:25], predict the reaction product. The product is: [Br-:35].[C:27]([O:26][C:24]([NH:31][CH2:32][CH2:33][CH2:34][N+:1]12[CH2:8][CH2:7][CH:4]([CH2:5][CH2:6]1)[C@@H:3]([O:9][C:10](=[O:23])[C:11]([OH:22])([C:12]1[S:13][CH:14]=[CH:15][CH:16]=1)[C:17]1[S:18][CH:19]=[CH:20][CH:21]=1)[CH2:2]2)=[O:25])([CH3:30])([CH3:29])[CH3:28].